Task: Predict the reactants needed to synthesize the given product.. Dataset: Full USPTO retrosynthesis dataset with 1.9M reactions from patents (1976-2016) (1) Given the product [CH2:1]([O:8][C:9]1[C:17]2[CH:16]([CH2:18][C:19]([O:21][CH2:22][CH3:23])=[O:20])[O:15][B:14]([OH:24])[C:13]=2[CH:12]=[C:11]([O:25][C:33]2[CH:38]=[N:37][CH:36]=[CH:35][N:34]=2)[CH:10]=1)[C:2]1[CH:7]=[CH:6][CH:5]=[CH:4][CH:3]=1, predict the reactants needed to synthesize it. The reactants are: [CH2:1]([O:8][C:9]1[C:17]2[CH:16]([CH2:18][C:19]([O:21][CH2:22][CH3:23])=[O:20])[O:15][B:14]([OH:24])[C:13]=2[CH:12]=[C:11]([OH:25])[CH:10]=1)[C:2]1[CH:7]=[CH:6][CH:5]=[CH:4][CH:3]=1.C([O-])([O-])=O.[Cs+].[Cs+].Cl[C:33]1[CH:38]=[N:37][CH:36]=[CH:35][N:34]=1. (2) Given the product [CH3:26][N:2]([CH3:1])[CH:3]1[CH2:8][CH2:7][CH2:6][N:5]([C:9]([C:11]2[CH:12]=[C:13]3[C:17](=[CH:18][CH:19]=2)[N:16]([CH:20]([CH3:22])[CH3:21])[C:15]([C:23]([N:27]2[CH2:32][CH2:31][S:30](=[O:34])(=[O:33])[CH2:29][CH2:28]2)=[O:25])=[CH:14]3)=[O:10])[CH2:4]1, predict the reactants needed to synthesize it. The reactants are: [CH3:1][N:2]([CH3:26])[CH:3]1[CH2:8][CH2:7][CH2:6][N:5]([C:9]([C:11]2[CH:12]=[C:13]3[C:17](=[CH:18][CH:19]=2)[N:16]([CH:20]([CH3:22])[CH3:21])[C:15]([C:23]([OH:25])=O)=[CH:14]3)=[O:10])[CH2:4]1.[NH:27]1[CH2:32][CH2:31][S:30](=[O:34])(=[O:33])[CH2:29][CH2:28]1.Cl.C(N=C=NCCCN(C)C)C. (3) The reactants are: [Cl:1][C:2]1[CH:15]=[CH:14][C:5]([O:6][C:7]2[CH:8]=[C:9]([CH:11]=[CH:12][CH:13]=2)[NH2:10])=[CH:4][C:3]=1[CH2:16][CH3:17].[F:18][C:19]([F:32])([C:24]1[CH:25]=[C:26]([CH:29]=[CH:30][CH:31]=1)[CH2:27]Br)[C:20]([F:23])([F:22])[F:21]. Given the product [Cl:1][C:2]1[CH:15]=[CH:14][C:5]([O:6][C:7]2[CH:8]=[C:9]([NH:10][CH2:27][C:26]3[CH:29]=[CH:30][CH:31]=[C:24]([C:19]([F:18])([F:32])[C:20]([F:21])([F:23])[F:22])[CH:25]=3)[CH:11]=[CH:12][CH:13]=2)=[CH:4][C:3]=1[CH2:16][CH3:17], predict the reactants needed to synthesize it. (4) Given the product [S:6]1[CH:10]=[CH:9][CH:8]=[C:7]1[CH2:11][O:12][S:2]([CH3:1])(=[O:4])=[O:3], predict the reactants needed to synthesize it. The reactants are: [CH3:1][S:2](Cl)(=[O:4])=[O:3].[S:6]1[CH:10]=[CH:9][CH:8]=[C:7]1[CH2:11][OH:12].C(N(CC)CC)C.O.